Dataset: Reaction yield outcomes from USPTO patents with 853,638 reactions. Task: Predict the reaction yield, written as a fraction of the theoretical maximum amount of product (1.0 means a 100% yield; for example, 0.34 means a 34% yield). (1) The reactants are C([O:5][C:6](=[O:46])[C:7]([O:10]/[N:11]=[C:12](/[C:33]1[N:34]=[C:35]([NH:38]C(OC(C)(C)C)=O)[S:36][CH:37]=1)\[C:13]([NH:15][C@H:16]1[C@@H:19]([CH2:20][N:21]2[CH2:26][CH2:25][CH2:24][CH2:23][C:22]2=[O:27])[N:18]([S:28]([OH:31])(=[O:30])=[O:29])[C:17]1=[O:32])=[O:14])([CH3:9])[CH3:8])(C)(C)C.C(O)(C(F)(F)F)=O. The catalyst is C(Cl)Cl. The product is [NH2:38][C:35]1[S:36][CH:37]=[C:33](/[C:12](=[N:11]/[O:10][C:7]([CH3:9])([CH3:8])[C:6]([OH:46])=[O:5])/[C:13](=[O:14])[NH:15][C@H:16]2[C@@H:19]([CH2:20][N:21]3[CH2:26][CH2:25][CH2:24][CH2:23][C:22]3=[O:27])[N:18]([S:28]([OH:31])(=[O:29])=[O:30])[C:17]2=[O:32])[N:34]=1. The yield is 0.170. (2) The reactants are [O:1]=[C:2]1[CH2:11][CH2:10][CH2:9][C:8]2[N:7]=[C:6]([C:12]([O:14][CH3:15])=[O:13])[CH:5]=[CH:4][C:3]1=2.N1[CH2:20][CH2:19][CH2:18][CH2:17]1.O.C(O[CH2:26][CH3:27])(=O)C. The catalyst is CO. The product is [CH:26]1([CH:27]=[C:11]2[CH2:10][CH2:9][C:8]3[N:7]=[C:6]([C:12]([O:14][CH3:15])=[O:13])[CH:5]=[CH:4][C:3]=3[C:2]2=[O:1])[CH2:20][CH2:19][CH2:18][CH2:17]1. The yield is 0.580. (3) The reactants are [CH:1]([C:3]1[S:7][C:6]([C:8]([OH:10])=[O:9])=[CH:5][CH:4]=1)=[O:2].C(OC(O[C:14]([CH3:17])([CH3:16])[CH3:15])=O)(O[C:14]([CH3:17])([CH3:16])[CH3:15])=O.N1C=CC=CC=1. The catalyst is C(O)(C)(C)C.ClCCl. The product is [C:14]([O:9][C:8]([C:6]1[S:7][C:3]([CH:1]=[O:2])=[CH:4][CH:5]=1)=[O:10])([CH3:17])([CH3:16])[CH3:15]. The yield is 0.940. (4) The reactants are [Br:1][C:2]1[CH:7]=[CH:6][CH:5]=[CH:4][C:3]=1[CH2:8][C:9]([CH3:16])([CH3:15])[C:10]([O:12]CC)=[O:11].[OH-].[Na+].Cl. The catalyst is O1CCOCC1.C(OCC)(=O)C. The product is [Br:1][C:2]1[CH:7]=[CH:6][CH:5]=[CH:4][C:3]=1[CH2:8][C:9]([CH3:16])([CH3:15])[C:10]([OH:12])=[O:11]. The yield is 0.470. (5) The reactants are [OH:1][CH2:2][C:3]1[CH:24]=[CH:23][C:6]([CH2:7][N:8]2[CH:13]=[C:12]([C:14]3[CH:19]=[CH:18][C:17]([O:20][CH3:21])=[CH:16][CH:15]=3)[CH:11]=[CH:10][C:9]2=[O:22])=[CH:5][CH:4]=1.[H-].[Na+].I[CH3:28]. The catalyst is CN(C=O)C.CCOC(C)=O. The product is [CH3:28][O:1][CH2:2][C:3]1[CH:4]=[CH:5][C:6]([CH2:7][N:8]2[CH:13]=[C:12]([C:14]3[CH:15]=[CH:16][C:17]([O:20][CH3:21])=[CH:18][CH:19]=3)[CH:11]=[CH:10][C:9]2=[O:22])=[CH:23][CH:24]=1. The yield is 0.550. (6) The reactants are C(O[C:9]([N:11]1[CH2:15][CH2:14][CH2:13][CH:12]1[C:16]1[NH:17][C:18]([C:21]2[CH:30]=[CH:29][C:28]3[C:23](=[CH:24][CH:25]=[C:26]([C:31]4[CH:36]=[CH:35][C:34]([C:37]5[NH:38][C:39]([CH:42]6[CH2:46][C:45]([F:48])([F:47])[CH2:44][N:43]6[C:49](=[O:62])[CH:50]([NH:57][C:58]([O:60][CH3:61])=[O:59])[CH:51]6[CH2:56][CH2:55][O:54][CH2:53][CH2:52]6)=[N:40][CH:41]=5)=[CH:33][CH:32]=4)[CH:27]=3)[CH:22]=2)=[CH:19][N:20]=1)=[O:10])C1C=CC=CC=1.C(=O)([O-])[O-].[K+].[K+].[CH3:69][O:70][C:71]([NH:73][CH:74]([C:78]1[CH:83]=[CH:82][CH:81]=[CH:80][CH:79]=1)C(O)=O)=[O:72].P([O-])([O-])([O-])=O.[K+].[K+].[K+].CCOC(C(C#N)=NOC(N1CCOCC1)=[N+](C)C)=O.F[P-](F)(F)(F)(F)F. The catalyst is CCO.[Pd].C(Cl)Cl. The product is [CH3:61][O:60][C:58](=[O:59])[NH:57][CH:50]([CH:51]1[CH2:56][CH2:55][O:54][CH2:53][CH2:52]1)[C:49]([N:43]1[CH2:44][C:45]([F:47])([F:48])[CH2:46][CH:42]1[C:39]1[NH:38][C:37]([C:34]2[CH:35]=[CH:36][C:31]([C:26]3[CH:25]=[CH:24][C:23]4[C:28](=[CH:29][CH:30]=[C:21]([C:18]5[NH:17][C:16]([CH:12]6[CH2:13][CH2:14][CH2:15][N:11]6[C:9](=[O:10])[CH:74]([NH:73][C:71]([O:70][CH3:69])=[O:72])[C:78]6[CH:83]=[CH:82][CH:81]=[CH:80][CH:79]=6)=[N:20][CH:19]=5)[CH:22]=4)[CH:27]=3)=[CH:32][CH:33]=2)=[CH:41][N:40]=1)=[O:62]. The yield is 0.170.